Dataset: Experimentally validated miRNA-target interactions with 360,000+ pairs, plus equal number of negative samples. Task: Binary Classification. Given a miRNA mature sequence and a target amino acid sequence, predict their likelihood of interaction. (1) The miRNA is hsa-miR-548f-5p with sequence UGCAAAAGUAAUCACAGUUUUU. The protein sequence of the target gene is MATQGHLTFKDVAIEFSQEEWKCLEPVQKALYKDVMLENYRNLVFLGISPKCVIKELPPTENSNTGERFQTVALERHQSYDIENLYFREIQKHLHDLEFQWKDGETNDKEVPVPHENNLTGKRDQHSQGDVENNHIENQLTSNFESRLAELQKVQTEGRLYECNETEKTGNNGCLVSPHIREKTYVCNECGKAFKASSSLINHQRIHTTEKPYKCNECGKAFHRASLLTVHKVVHTRGKSYQCDVCGKIFRKNSYFVRHQRSHTGQKPYICNECGKSFSKSSHLAVHQRIHTGEKPYKCN.... Result: 0 (no interaction). (2) The miRNA is hsa-miR-8081 with sequence CUUGAGUCGUGCCUUUCUGAAUG. The protein sequence of the target gene is MESIFHEKQEGSLCAQHCLNNLLQGEYFSPVELSSIAHQLDEEERLRMAEGGVTSEDYRTFLQQPSGNMDDSGFFSIQVISNALKVWGLELILFNSPEYQRLRIDPINERSFICNYKEHWFTVRKLGKQWFNLNSLLTGPELISDTYLALFLAQLQQEGYSIFVVKGDLPDCEADQLLQMIKVQQMHRPKLIGEELAHLKEQSALKADLERVLEAADGSGIFDEDEDDLQRALAISRQEIDMEDEEADLRRAIQLSMQGSSRSMCENSPQTSSPDLSSEELRRRREAYFEKQQQQQQEVD.... Result: 0 (no interaction). (3) The miRNA is mmu-miR-5100 with sequence UCGAAUCCCAGCGGUGCCUCU. The protein sequence of the target gene is MDSEYYSGDQSDDGGATPVQDERDSGSDGEDGVTEQHSGSDTGSVDHHSENETSDREDGLAKIHNGTDSENDEPSNANASDSESEELHRPKDSDSDSEEHAESPASDSENEPVNQHGSDSENEELLNGHASDSEKEEVSKHAASDSEAEDTLQPQVSESDSEDPPRPQASDSENEEPPKPRISDSESEELPKPRVSDSESEDPPRPQASDSESEELPKPRVSDSESEDPPRPQASDSESEELPKPRVSDSESEDPQKGPASDSEAEDASRHKEKPDSDDSDGENKREDSEVQNESDGHTD.... Result: 0 (no interaction). (4) The miRNA is rno-miR-298-5p with sequence GGCAGAGGAGGGCUGUUCUUCCC. The protein sequence of the target gene is MPEDQAHAAMEEASPYSLLDICLSFLTTNLEKFCSARQDGTLCLQEPGVFPQEVADRLLQTIAFHGLLNDGTVGIFRGNQMRLKRACIRKAKISAVAFRKAFCHHKLVELDATGVNADITITDIISGLGSNKWIQQNLQCLVLNSLTLSLEDPYERCFSRLSGLRALSITNVLFYNEDLAEVASLPRLESLDISNTSITDITALLACKDRLKSLTMHHLKCLKMTTTQILDVVRELKHLNHLDISDDKQFTSDIALRLLEQKDILPNLVSLDVSGRKHVTDKAVEAFIQQRPSMQFVGLL.... Result: 0 (no interaction).